This data is from Forward reaction prediction with 1.9M reactions from USPTO patents (1976-2016). The task is: Predict the product of the given reaction. (1) Given the reactants [CH2:1]([O:8][N:9](CC)[C:10](=O)OC(C)(C)C)[C:2]1[CH:7]=[CH:6][CH:5]=[CH:4][CH:3]=1.C(O)(C(F)(F)F)=O, predict the reaction product. The product is: [CH2:1]([O:8][NH:9][CH3:10])[C:2]1[CH:7]=[CH:6][CH:5]=[CH:4][CH:3]=1. (2) Given the reactants [CH3:1][C:2]1[C:6]([C:7]2[CH:8]=[C:9]([C:19]([C:21]3[CH:26]=[CH:25][CH:24]=[CH:23][N:22]=3)=[O:20])[C:10]3[N:14]=[C:13]([O:15][CH2:16][CH3:17])[NH:12][C:11]=3[CH:18]=2)=[C:5]([CH3:27])[O:4][N:3]=1.[CH:28]1([Mg]Cl)[CH2:33][CH2:32][CH2:31][CH2:30][CH2:29]1, predict the reaction product. The product is: [CH:28]1([C:19]([C:9]2[C:10]3[N:14]=[C:13]([O:15][CH2:16][CH3:17])[NH:12][C:11]=3[CH:18]=[C:7]([C:6]3[C:2]([CH3:1])=[N:3][O:4][C:5]=3[CH3:27])[CH:8]=2)([C:21]2[CH:26]=[CH:25][CH:24]=[CH:23][N:22]=2)[OH:20])[CH2:33][CH2:32][CH2:31][CH2:30][CH2:29]1. (3) Given the reactants [NH2:1][C@@H:2]1[C:8](=[O:9])[NH:7][C:6]2[CH:10]=[CH:11][CH:12]=[CH:13][C:5]=2[C:4]2[CH:14]=[CH:15][CH:16]=[CH:17][C:3]1=2.[CH3:18][O:19][CH:20]([C:24]([NH:26][CH2:27][C:28]([F:34])([F:33])[C:29]([F:32])([F:31])[F:30])=[O:25])[C:21](O)=[O:22], predict the reaction product. The product is: [CH3:18][O:19][CH:20]([C:24]([NH:26][CH2:27][C:28]([F:33])([F:34])[C:29]([F:30])([F:31])[F:32])=[O:25])[C:21]([NH:1][CH:2]1[C:8](=[O:9])[NH:7][C:6]2[CH:10]=[CH:11][CH:12]=[CH:13][C:5]=2[C:4]2[CH:14]=[CH:15][CH:16]=[CH:17][C:3]1=2)=[O:22]. (4) The product is: [CH:24]1([NH:21][C:11]([C:10]2[CH:14]=[CH:15][CH:16]=[CH:17][C:9]=2[NH:8][C:6](=[O:7])[O:5][C:1]([CH3:2])([CH3:3])[CH3:4])=[O:13])[CH2:26][CH2:25]1. Given the reactants [C:1]([O:5][C:6]([NH:8][C:9]1[CH:17]=[CH:16][CH:15]=[CH:14][C:10]=1[C:11]([OH:13])=O)=[O:7])([CH3:4])([CH3:3])[CH3:2].C([N:21]([CH:24]([CH3:26])[CH3:25])CC)(C)C.CN(C(ON1N=NC2C=CC=NC1=2)=[N+](C)C)C.F[P-](F)(F)(F)(F)F.C1(N)CC1, predict the reaction product. (5) Given the reactants N(C(OC(C)C)=O)=NC(OC(C)C)=O.[F:15][C:16]1[CH:21]=[CH:20][C:19]([N:22]2[C:26]([C:27]([O:29][CH2:30][CH3:31])=[O:28])=[C:25]([OH:32])[C:24]([OH:33])=[C:23]2[C:34]([O:36][CH2:37][CH3:38])=[O:35])=[CH:18][CH:17]=1.[CH2:39]([O:46][CH2:47][CH2:48]O)[C:40]1[CH:45]=[CH:44][CH:43]=[CH:42][CH:41]=1.C1(P(C2C=CC=CC=2)C2C=CC=CC=2)C=CC=CC=1, predict the reaction product. The product is: [CH2:39]([O:46][CH2:47][CH2:48][O:33][C:24]1[C:25]([OH:32])=[C:26]([C:27]([O:29][CH2:30][CH3:31])=[O:28])[N:22]([C:19]2[CH:20]=[CH:21][C:16]([F:15])=[CH:17][CH:18]=2)[C:23]=1[C:34]([O:36][CH2:37][CH3:38])=[O:35])[C:40]1[CH:45]=[CH:44][CH:43]=[CH:42][CH:41]=1. (6) Given the reactants Br[CH:2]([CH2:10][C:11]1[CH:16]=[CH:15][CH:14]=[CH:13][CH:12]=1)[C:3](=O)[C:4]([O:6][CH2:7][CH3:8])=[O:5].[F:17][C:18]1[CH:26]=[CH:25][C:24]([F:27])=[CH:23][C:19]=1[C:20](=[S:22])[NH2:21], predict the reaction product. The product is: [CH2:10]([C:2]1[S:22][C:20]([C:19]2[CH:23]=[C:24]([F:27])[CH:25]=[CH:26][C:18]=2[F:17])=[N:21][C:3]=1[C:4]([O:6][CH2:7][CH3:8])=[O:5])[C:11]1[CH:16]=[CH:15][CH:14]=[CH:13][CH:12]=1. (7) Given the reactants [Cl:1][C:2]1[CH:7]=[CH:6][C:5]([C:8]2[N:12]([CH:13]3[CH2:15][CH2:14]3)[C:11](=[O:16])[N:10]([CH2:17][C:18]([OH:20])=O)[N:9]=2)=[CH:4][CH:3]=1.[F:21][C:22]([F:32])([F:31])[C:23]1[CH:24]=[C:25]([CH:28]=[CH:29][CH:30]=1)[CH2:26][NH2:27].C1C=CC2N(O)N=NC=2C=1.CCN=C=NCCCN(C)C.Cl, predict the reaction product. The product is: [Cl:1][C:2]1[CH:3]=[CH:4][C:5]([C:8]2[N:12]([CH:13]3[CH2:14][CH2:15]3)[C:11](=[O:16])[N:10]([CH2:17][C:18]([NH:27][CH2:26][C:25]3[CH:28]=[CH:29][CH:30]=[C:23]([C:22]([F:21])([F:31])[F:32])[CH:24]=3)=[O:20])[N:9]=2)=[CH:6][CH:7]=1. (8) Given the reactants C(C12CCN(CC1)CC2)#N.Cl.[N:12]12[CH2:19][CH2:18][C:15]([C:20]([OH:22])=[O:21])([CH2:16][CH2:17]1)[CH2:14][CH2:13]2.CO, predict the reaction product. The product is: [N:12]12[CH2:19][CH2:18][C:15]([C:20]([OH:22])=[O:21])([CH2:16][CH2:17]1)[CH2:14][CH2:13]2.[N:12]12[CH2:19][CH2:18][C:15]([CH2:20][OH:21])([CH2:16][CH2:17]1)[CH2:14][CH2:13]2. (9) Given the reactants [Br-].[F:2][C:3]1[CH:34]=[C:33]([F:35])[CH:32]=[CH:31][C:4]=1[CH2:5][C:6]1[C:15]2[C:16]3[C:21]([CH2:22][CH2:23][N+:14]=2[CH:13]=[C:12]2[C:7]=1[CH:8]=[CH:9][C:10]([O:29][CH3:30])=[C:11]2[O:27][CH3:28])=[CH:20][C:19]1[O:24][CH2:25][O:26][C:18]=1[CH:17]=3.[Br-].FC1C=CC=CC=1CC1C2C3C(CC[N+]=2C=C2C=1C=CC(OC)=C2OC)=CC1[O:59]COC=1C=3, predict the reaction product. The product is: [F:2][C:3]1[CH:34]=[C:33]([F:35])[CH:32]=[CH:31][C:4]=1[CH2:5][C:6]1[C:7]2[CH:8]=[CH:9][C:10]([O:29][CH3:30])=[C:11]([O:27][CH3:28])[C:12]=2[C:13](=[O:59])[N:14]2[CH2:23][CH2:22][C:21]3[C:16](=[CH:17][C:18]4[O:26][CH2:25][O:24][C:19]=4[CH:20]=3)[C:15]=12.